The task is: Predict the reactants needed to synthesize the given product.. This data is from Full USPTO retrosynthesis dataset with 1.9M reactions from patents (1976-2016). (1) Given the product [CH2:31]([C:30]1[N:6]=[C:2]([CH2:3][CH3:4])[NH:5][C:26](=[O:27])[C:25]=1[CH2:24][C:21]1[CH:20]=[CH:19][C:18]([C:13]2[C:12]([C:10]#[N:11])=[CH:17][CH:16]=[CH:15][CH:14]=2)=[CH:23][CH:22]=1)[CH2:32][CH2:33][CH3:34], predict the reactants needed to synthesize it. The reactants are: Cl.[C:2](=[NH:6])([NH2:5])[CH2:3][CH3:4].C[O-].[Na+].[C:10]([C:12]1[CH:17]=[CH:16][CH:15]=[CH:14][C:13]=1[C:18]1[CH:23]=[CH:22][C:21]([CH2:24][CH:25]([C:30](=O)[CH2:31][CH2:32][CH2:33][CH3:34])[C:26](OC)=[O:27])=[CH:20][CH:19]=1)#[N:11]. (2) Given the product [NH2:8][C:9]1[CH:14]=[C:13]([C:15]2[CH:20]=[CH:19][C:18]([I:21])=[C:17]([F:22])[C:16]=2[F:23])[N:12]=[C:11]([C:24]([O:26][CH3:27])=[O:25])[C:10]=1[Cl:28], predict the reactants needed to synthesize it. The reactants are: C(Cl)(=O)C.C([NH:8][C:9]1[CH:14]=[C:13]([C:15]2[CH:20]=[CH:19][C:18]([I:21])=[C:17]([F:22])[C:16]=2[F:23])[N:12]=[C:11]([C:24]([O:26][CH3:27])=[O:25])[C:10]=1[Cl:28])(=O)C. (3) The reactants are: [CH2:1]([C:3]1[N:7]([C:8]2[N:16]=[C:15]3[C:11]([N:12]=[C:13]([CH:18]=O)[N:14]3[CH3:17])=[C:10]([N:20]3[CH2:25][CH2:24][O:23][CH2:22][CH2:21]3)[N:9]=2)[C:6]2[CH:26]=[CH:27][CH:28]=[CH:29][C:5]=2[N:4]=1)[CH3:2].[NH:30]1[CH2:33][CH:32]([N:34]2[CH2:38][CH2:37][C@H:36]([OH:39])[CH2:35]2)[CH2:31]1.C(O[BH-](OC(=O)C)OC(=O)C)(=O)C.[Na+]. Given the product [CH2:1]([C:3]1[N:7]([C:8]2[N:16]=[C:15]3[C:11]([N:12]=[C:13]([CH2:18][N:30]4[CH2:33][CH:32]([N:34]5[CH2:38][CH2:37][C@H:36]([OH:39])[CH2:35]5)[CH2:31]4)[N:14]3[CH3:17])=[C:10]([N:20]3[CH2:25][CH2:24][O:23][CH2:22][CH2:21]3)[N:9]=2)[C:6]2[CH:26]=[CH:27][CH:28]=[CH:29][C:5]=2[N:4]=1)[CH3:2], predict the reactants needed to synthesize it.